This data is from CYP2D6 inhibition data for predicting drug metabolism from PubChem BioAssay. The task is: Regression/Classification. Given a drug SMILES string, predict its absorption, distribution, metabolism, or excretion properties. Task type varies by dataset: regression for continuous measurements (e.g., permeability, clearance, half-life) or binary classification for categorical outcomes (e.g., BBB penetration, CYP inhibition). Dataset: cyp2d6_veith. (1) The molecule is CCOC(=O)c1cc(-c2ccccc2)sc1NC(=O)c1ccc(OC)cc1. The result is 0 (non-inhibitor). (2) The molecule is CO[C@@H]1COC(=O)[C@H](C)NC(=O)C/C=C\[C@@H](OC)[C@H](C)COC(=O)C/C=C\[C@H]1C. The result is 0 (non-inhibitor).